This data is from Full USPTO retrosynthesis dataset with 1.9M reactions from patents (1976-2016). The task is: Predict the reactants needed to synthesize the given product. (1) Given the product [C:38]([O:42][C:43](=[O:59])[NH:44][C@@H:45]1[CH2:50][CH2:49][CH2:48][N:47]([C:51]2[C:56]([NH2:57])=[N:55][CH:54]=[C:53]([C:26]3[CH:27]=[CH:28][C:23]([CH2:22][NH:21][C:6]4[C:7]([C:8](=[O:9])[NH:10][C@H:11]([C:13]5[CH:14]=[CH:15][C:16]([F:19])=[CH:17][CH:18]=5)[CH3:12])=[CH:20][C:3]([C:1]#[N:2])=[CH:4][N:5]=4)=[CH:24][CH:25]=3)[N:52]=2)[CH2:46]1)([CH3:41])([CH3:39])[CH3:40], predict the reactants needed to synthesize it. The reactants are: [C:1]([C:3]1[CH:4]=[N:5][C:6]([NH:21][CH2:22][C:23]2[CH:28]=[CH:27][C:26](B3OC(C)(C)C(C)(C)O3)=[CH:25][CH:24]=2)=[C:7]([CH:20]=1)[C:8]([NH:10][C@H:11]([C:13]1[CH:18]=[CH:17][C:16]([F:19])=[CH:15][CH:14]=1)[CH3:12])=[O:9])#[N:2].[C:38]([O:42][C:43](=[O:59])[NH:44][C@@H:45]1[CH2:50][CH2:49][CH2:48][N:47]([C:51]2[C:56]([NH2:57])=[N:55][CH:54]=[C:53](Br)[N:52]=2)[CH2:46]1)([CH3:41])([CH3:40])[CH3:39].C(=O)(O)[O-].[Na+].O. (2) Given the product [CH:15]1([N:14]([CH2:13][CH2:12][O:11][C:10]2[C:9]([Cl:8])=[CH:21][CH:20]=[CH:19][C:18]=2[Cl:22])[C:30]([C:29]2[C:25]([CH:24]([F:35])[F:23])=[N:26][N:27]([CH3:34])[C:28]=2[F:33])=[O:31])[CH2:16][CH2:17]1, predict the reactants needed to synthesize it. The reactants are: C(N(CC)CC)C.[Cl:8][C:9]1[CH:21]=[CH:20][CH:19]=[C:18]([Cl:22])[C:10]=1[O:11][CH2:12][CH2:13][NH:14][CH:15]1[CH2:17][CH2:16]1.[F:23][CH:24]([F:35])[C:25]1[C:29]([C:30](Cl)=[O:31])=[C:28]([F:33])[N:27]([CH3:34])[N:26]=1.O.